Dataset: Full USPTO retrosynthesis dataset with 1.9M reactions from patents (1976-2016). Task: Predict the reactants needed to synthesize the given product. (1) Given the product [OH:20][C:21]1[CH:26]=[C:25]([O:27][CH3:1])[CH:24]=[CH:23][C:22]=1[C:28]([C:30]1[CH:35]=[CH:34][C:33]([O:36][CH3:37])=[CH:32][CH:31]=1)=[O:29], predict the reactants needed to synthesize it. The reactants are: [C:1]1(C=CC=C(O)C=1)O.COC1C=CC(C(Cl)=O)=CC=1.[OH:20][C:21]1[CH:26]=[C:25]([OH:27])[CH:24]=[CH:23][C:22]=1[C:28]([C:30]1[CH:35]=[CH:34][C:33]([O:36][CH3:37])=[CH:32][CH:31]=1)=[O:29].CI. (2) Given the product [CH3:1][CH:2]([CH2:21][CH2:22][CH3:23])[CH2:3][O:4][C:5]1[CH:10]=[CH:9][C:8]([CH:11]([NH:20][C:57](=[O:60])[C@H:43]([C:44]2[CH:26]=[CH:24][CH:25]=[CH:46][CH:45]=2)[CH3:42])[CH2:12][N:13]2[CH2:14][CH2:15][N:16]([CH3:19])[CH2:17][CH2:18]2)=[CH:7][CH:6]=1, predict the reactants needed to synthesize it. The reactants are: [CH3:1][CH:2]([CH2:21][CH2:22][CH3:23])[CH2:3][O:4][C:5]1[CH:10]=[CH:9][C:8]([C@@H:11]([NH2:20])[CH2:12][N:13]2[CH2:18][CH2:17][N:16]([CH3:19])[CH2:15][CH2:14]2)=[CH:7][CH:6]=1.[CH:24](N(CC)C(C)C)([CH3:26])[CH3:25].CN(C(ON1N=N[C:43]2[CH:44]=[CH:45][CH:46]=N[C:42]1=2)=[N+](C)C)C.F[P-](F)(F)(F)(F)F.[C:57]([O-:60])(O)=O.[Na+].